From a dataset of Catalyst prediction with 721,799 reactions and 888 catalyst types from USPTO. Predict which catalyst facilitates the given reaction. (1) The catalyst class is: 20. Product: [Br:7][C:8]1[CH:20]=[CH:19][C:11]([CH:12]=[O:2])=[C:10]([N+:21]([O-:23])=[O:22])[CH:9]=1. Reactant: I([O-])(=O)(=O)=[O:2].[Na+].[Br:7][C:8]1[CH:20]=[CH:19][C:11](/[CH:12]=C/N2CCCC2)=[C:10]([N+:21]([O-:23])=[O:22])[CH:9]=1. (2) The catalyst class is: 7. Reactant: [CH3:1][C:2]1[NH:3][CH:4]=[C:5]2[C:10]=1[C:9](=[O:11])[CH2:8][CH2:7][CH2:6]2.[Br:12]N1C(=O)CCC1=O.S([O-])([O-])=O.[Na+].[Na+]. Product: [Br:12][C:4]1[NH:3][C:2]([CH3:1])=[C:10]2[C:5]=1[CH2:6][CH2:7][CH2:8][C:9]2=[O:11]. (3) Reactant: C(OC(=O)[NH:7][C:8]1[CH:13]=[C:12]([O:14][CH2:15][CH3:16])[C:11]([C:17]([F:20])([F:19])[F:18])=[CH:10][C:9]=1[NH:21][C:22](=[O:37])[CH2:23][C:24](=O)[C:25]1[CH:30]=[CH:29][CH:28]=[C:27]([N:31]2[CH:35]=[CH:34][N:33]=[N:32]2)[CH:26]=1)(C)(C)C.C(O)(C(F)(F)F)=O. Product: [CH2:15]([O:14][C:12]1[C:11]([C:17]([F:20])([F:19])[F:18])=[CH:10][C:9]2[NH:21][C:22](=[O:37])[CH2:23][C:24]([C:25]3[CH:30]=[CH:29][CH:28]=[C:27]([N:31]4[CH:35]=[CH:34][N:33]=[N:32]4)[CH:26]=3)=[N:7][C:8]=2[CH:13]=1)[CH3:16]. The catalyst class is: 2. (4) Reactant: [CH3:1][C:2]1[O:6][C:5]([CH2:7][C:8]2[CH:9]=[C:10]([CH2:14][C:15]([O:17]C(C)(C)C)=[O:16])[CH:11]=[CH:12][CH:13]=2)=[N:4][N:3]=1.Cl. Product: [CH3:1][C:2]1[O:6][C:5]([CH2:7][C:8]2[CH:9]=[C:10]([CH2:14][C:15]([OH:17])=[O:16])[CH:11]=[CH:12][CH:13]=2)=[N:4][N:3]=1. The catalyst class is: 12. (5) Reactant: [H-].[H-].[H-].[H-].[Li+].[Al+3].[C:7]([O:11][C:12](=[O:36])[NH:13][C@@H:14]([C:30](=[O:35])N(OC)C)[CH2:15][C:16]1[CH:21]=[CH:20][C:19]([O:22][CH2:23][C:24]2[CH:29]=[CH:28][CH:27]=[CH:26][CH:25]=2)=[CH:18][CH:17]=1)([CH3:10])([CH3:9])[CH3:8]. Product: [C:7]([O:11][C:12](=[O:36])[NH:13][C@H:14]([CH2:15][C:16]1[CH:17]=[CH:18][C:19]([O:22][CH2:23][C:24]2[CH:29]=[CH:28][CH:27]=[CH:26][CH:25]=2)=[CH:20][CH:21]=1)[CH:30]=[O:35])([CH3:10])([CH3:8])[CH3:9]. The catalyst class is: 1. (6) Reactant: [F:1][C:2]1[CH:7]=[C:6]([OH:8])[CH:5]=[CH:4][C:3]=1[NH:9][C:10](=[O:16])[O:11][C:12]([CH3:15])([CH3:14])[CH3:13].[H-].[Na+].Cl[C:20]1[CH:25]=[CH:24][N:23]=[C:22]([NH:26][CH3:27])[C:21]=1[N+:28]([O-:30])=[O:29]. Product: [F:1][C:2]1[CH:7]=[C:6]([O:8][C:20]2[CH:25]=[CH:24][N:23]=[C:22]([NH:26][CH3:27])[C:21]=2[N+:28]([O-:30])=[O:29])[CH:5]=[CH:4][C:3]=1[NH:9][C:10](=[O:16])[O:11][C:12]([CH3:13])([CH3:15])[CH3:14]. The catalyst class is: 16. (7) Reactant: [NH2:1][CH2:2][C@H:3]1[CH2:8][CH2:7][CH2:6][CH2:5][N:4]1C(OC(C)(C)C)=O.N.C([C@H]1CCCCN1C(OC(C)(C)C)=O)#N.[ClH:32]. Product: [ClH:32].[NH:4]1[CH2:5][CH2:6][CH2:7][CH2:8][C@@H:3]1[CH2:2][NH2:1]. The catalyst class is: 446.